This data is from Forward reaction prediction with 1.9M reactions from USPTO patents (1976-2016). The task is: Predict the product of the given reaction. (1) Given the reactants [Br:1][C:2]1[CH:3]=[C:4]([S:15][C:16]2[CH:17]=[C:18]([CH:22]=[CH:23][CH:24]=2)[C:19]([NH2:21])=O)[C:5]([NH:8][C:9]2[S:10][CH:11]=[C:12]([CH3:14])[N:13]=2)=[N:6][CH:7]=1.O=P(Cl)(Cl)Cl.C([O-])(O)=O.[Na+], predict the reaction product. The product is: [Br:1][C:2]1[CH:3]=[C:4]([S:15][C:16]2[CH:17]=[C:18]([CH:22]=[CH:23][CH:24]=2)[C:19]#[N:21])[C:5]([NH:8][C:9]2[S:10][CH:11]=[C:12]([CH3:14])[N:13]=2)=[N:6][CH:7]=1. (2) Given the reactants [C:1]([CH2:3][O:4][C@@H:5]([C:19]1[CH:20]=[C:21]([CH3:25])[CH:22]=[CH:23][CH:24]=1)[C@@H:6]1[CH2:11][CH2:10][CH2:9][N:8]([C:12]([O:14][C:15]([CH3:18])([CH3:17])[CH3:16])=[O:13])[CH2:7]1)#[N:2].S(C)C.CO, predict the reaction product. The product is: [NH2:2][CH2:1][CH2:3][O:4][C@@H:5]([C:19]1[CH:20]=[C:21]([CH3:25])[CH:22]=[CH:23][CH:24]=1)[C@@H:6]1[CH2:11][CH2:10][CH2:9][N:8]([C:12]([O:14][C:15]([CH3:18])([CH3:17])[CH3:16])=[O:13])[CH2:7]1. (3) The product is: [F:11][C:4]([F:3])([F:10])[C:5](=[O:7])[CH2:13][C:12]([C:15]1[CH:25]=[CH:24][C:18]2[O:19][CH2:20][C:21](=[O:23])[NH:22][C:17]=2[CH:16]=1)=[O:14]. Given the reactants [H-].[Na+].[F:3][C:4]([F:11])([F:10])[C:5]([O:7]CC)=O.[C:12]([C:15]1[CH:25]=[CH:24][C:18]2[O:19][CH2:20][C:21](=[O:23])[NH:22][C:17]=2[CH:16]=1)(=[O:14])[CH3:13].C(O)C, predict the reaction product. (4) Given the reactants N1CCCCC1.[F:7][C:8]1[CH:15]=[CH:14][C:13]([F:16])=[CH:12][C:9]=1[CH:10]=O.C(O)(=O)[CH2:18][C:19]([OH:21])=[O:20].Cl, predict the reaction product. The product is: [F:7][C:8]1[CH:15]=[CH:14][C:13]([F:16])=[CH:12][C:9]=1[CH:10]=[CH:18][C:19]([OH:21])=[O:20]. (5) Given the reactants [CH3:1][CH:2]([C:6]1[S:10][C:9]([NH:11][C:12](=[O:29])[CH:13]([NH:17][C:18](=[O:28])[CH2:19][C:20]2[CH:25]=[C:24]([F:26])[CH:23]=[C:22]([F:27])[CH:21]=2)[CH2:14][CH2:15][CH3:16])=[N:8][N:7]=1)[CH2:3][CH:4]=O.[CH:30]([NH2:33])([CH3:32])[CH3:31].C([BH3-])#N.[Na+].S([O-])([O-])(=O)=O.[Na+].[Na+], predict the reaction product. The product is: [CH:30]([NH:33][CH2:4][CH2:3][CH:2]([C:6]1[S:10][C:9]([NH:11][C:12](=[O:29])[CH:13]([NH:17][C:18](=[O:28])[CH2:19][C:20]2[CH:25]=[C:24]([F:26])[CH:23]=[C:22]([F:27])[CH:21]=2)[CH2:14][CH2:15][CH3:16])=[N:8][N:7]=1)[CH3:1])([CH3:32])[CH3:31]. (6) Given the reactants I[C:2]1[CH:7]=[CH:6][C:5]([I:8])=[CH:4][CH:3]=1.[CH3:9][C:10]1[NH:11][CH:12]=[C:13]([CH:15]=[O:16])[N:14]=1.C([O-])([O-])=O.[K+].[K+].OC1C=CC=C2C=1N=CC=C2, predict the reaction product. The product is: [I:8][C:5]1[CH:6]=[CH:7][C:2]([N:11]2[CH:12]=[C:13]([CH:15]=[O:16])[N:14]=[C:10]2[CH3:9])=[CH:3][CH:4]=1.